This data is from Catalyst prediction with 721,799 reactions and 888 catalyst types from USPTO. The task is: Predict which catalyst facilitates the given reaction. (1) Reactant: [CH3:1][NH:2][CH2:3][C:4]1([C:10]2[CH:15]=[CH:14][C:13]([O:16][CH2:17][CH2:18][CH2:19][N:20]3[CH2:24][CH2:23][CH2:22][CH2:21]3)=[CH:12][CH:11]=2)[CH2:9][CH2:8][O:7][CH2:6][CH2:5]1.C(N(CC)CC)C.[C:32](Cl)(=[O:34])[CH3:33]. Product: [CH3:1][N:2]([CH2:3][C:4]1([C:10]2[CH:15]=[CH:14][C:13]([O:16][CH2:17][CH2:18][CH2:19][N:20]3[CH2:24][CH2:23][CH2:22][CH2:21]3)=[CH:12][CH:11]=2)[CH2:9][CH2:8][O:7][CH2:6][CH2:5]1)[C:32](=[O:34])[CH3:33]. The catalyst class is: 4. (2) Reactant: [OH-].[Li+].C[O:4][C:5]([C:7]1[C:15]2[C:10](=[CH:11][C:12]([N:16]3[CH2:21][CH2:20][CH:19]([O:22][CH2:23][C:24]4[C:25]([C:32]5[C:37]([Cl:38])=[CH:36][CH:35]=[CH:34][C:33]=5[Cl:39])=[N:26][O:27][C:28]=4[CH:29]([CH3:31])[CH3:30])[CH2:18][CH2:17]3)=[CH:13][CH:14]=2)[N:9]([CH3:40])[CH:8]=1)=[O:6]. Product: [Cl:39][C:33]1[CH:34]=[CH:35][CH:36]=[C:37]([Cl:38])[C:32]=1[C:25]1[C:24]([CH2:23][O:22][CH:19]2[CH2:18][CH2:17][N:16]([C:12]3[CH:11]=[C:10]4[C:15]([C:7]([C:5]([OH:6])=[O:4])=[CH:8][N:9]4[CH3:40])=[CH:14][CH:13]=3)[CH2:21][CH2:20]2)=[C:28]([CH:29]([CH3:31])[CH3:30])[O:27][N:26]=1. The catalyst class is: 12. (3) Reactant: [CH:1]1([NH:4][C:5]([NH:7][C:8]2[CH:13]=[CH:12][C:11]([O:14][C:15]3[CH:20]=[CH:19][N:18]=[C:17]4[CH:21]=[C:22]([C:24]5[CH:25]=[N:26][C:27]([CH:30]=O)=[CH:28][CH:29]=5)[S:23][C:16]=34)=[C:10]([F:32])[CH:9]=2)=[O:6])[CH2:3][CH2:2]1.CC(O)=O.[NH2:37][CH2:38][CH2:39][CH2:40][C:41]([OH:43])=O.C(O[BH-](OC(=O)C)OC(=O)C)(=O)C.[Na+]. Product: [CH:1]1([NH:4][C:5]([NH:7][C:8]2[CH:13]=[CH:12][C:11]([O:14][C:15]3[CH:20]=[CH:19][N:18]=[C:17]4[CH:21]=[C:22]([C:24]5[CH:25]=[N:26][C:27]([CH2:30][N:37]6[CH2:38][CH2:39][CH2:40][C:41]6=[O:43])=[CH:28][CH:29]=5)[S:23][C:16]=34)=[C:10]([F:32])[CH:9]=2)=[O:6])[CH2:3][CH2:2]1. The catalyst class is: 18. (4) Reactant: [Br:1][C:2]1[C:3](=[O:10])[NH:4][N:5]([CH3:9])[C:6](=[O:8])[CH:7]=1.[C:11]([O-])([O-])=O.[K+].[K+].CI. Product: [Br:1][C:2]1[C:3]([O:10][CH3:11])=[N:4][N:5]([CH3:9])[C:6](=[O:8])[CH:7]=1. The catalyst class is: 31. (5) The catalyst class is: 42. Product: [C:1]([O:5][C:6]([N:8]1[C:36]2[C:31](=[CH:32][CH:33]=[C:34]([Cl:37])[CH:35]=2)[C:10]2([CH:15]([C:16]3[CH:21]=[CH:20][CH:19]=[C:18]([Cl:22])[CH:17]=3)[CH2:14][C:13](=[O:23])[N:12]([CH3:42])[CH:11]2[C:24]2[CH:29]=[CH:28][CH:27]=[CH:26][C:25]=2[CH3:30])[C:9]1=[O:38])=[O:7])([CH3:4])([CH3:2])[CH3:3]. Reactant: [C:1]([O:5][C:6]([N:8]1[C:36]2[C:31](=[CH:32][CH:33]=[C:34]([Cl:37])[CH:35]=2)[C:10]2([CH:15]([C:16]3[CH:21]=[CH:20][CH:19]=[C:18]([Cl:22])[CH:17]=3)[CH2:14][C:13](=[O:23])[NH:12][CH:11]2[C:24]2[CH:29]=[CH:28][CH:27]=[CH:26][C:25]=2[CH3:30])[C:9]1=[O:38])=[O:7])([CH3:4])([CH3:3])[CH3:2].[H-].[Li+].I[CH3:42]. (6) The catalyst class is: 1. Product: [N:1]1([C:6]2[CH:25]=[CH:24][C:9]([CH2:10][C:11]3[C:12]([Cl:23])=[N:13][C:14]4[C:19]([C:20]=3[Cl:21])=[CH:18][C:17]([C:38]([C:35]3[CH:36]=[CH:37][C:32]([Cl:31])=[CH:33][CH:34]=3)([C:40]3[CH:41]=[N:42][CH:43]=[CH:44][CH:45]=3)[OH:39])=[CH:16][CH:15]=4)=[CH:8][CH:7]=2)[CH:5]=[CH:4][CH:3]=[N:2]1. Reactant: [N:1]1([C:6]2[CH:25]=[CH:24][C:9]([CH2:10][C:11]3[C:12]([Cl:23])=[N:13][C:14]4[C:19]([C:20]=3[Cl:21])=[CH:18][C:17](Br)=[CH:16][CH:15]=4)=[CH:8][CH:7]=2)[CH:5]=[CH:4][CH:3]=[N:2]1.[Li]CCCC.[Cl:31][C:32]1[CH:37]=[CH:36][C:35]([C:38]([C:40]2[CH:41]=[N:42][CH:43]=[CH:44][CH:45]=2)=[O:39])=[CH:34][CH:33]=1. (7) Reactant: [Cl:1][C:2]1[CH:3]=[C:4]2[C:9](=[CH:10][CH:11]=1)[C:8](=O)[O:7][C:6]([C:13]([OH:15])=[O:14])=[C:5]2[C:16]1[CH:21]=[CH:20][CH:19]=[CH:18][CH:17]=1.[CH2:22]([O:26][NH2:27])[CH2:23][CH2:24][CH3:25]. Product: [CH2:22]([O:26][N:27]1[C:6]([C:13]([OH:15])=[O:14])=[C:5]([C:16]2[CH:21]=[CH:20][CH:19]=[CH:18][CH:17]=2)[C:4]2[C:9](=[CH:10][CH:11]=[C:2]([Cl:1])[CH:3]=2)[C:8]1=[O:7])[CH2:23][CH2:24][CH3:25]. The catalyst class is: 8. (8) Reactant: [CH3:1][C:2]1[N:6]2[CH:7]=[C:8]([C:11]([F:14])([F:13])[F:12])[CH:9]=[CH:10][C:5]2=[N:4][C:3]=1[C:15]([O:17]C)=[O:16].[OH-].[Na+].Cl. Product: [CH3:1][C:2]1[N:6]2[CH:7]=[C:8]([C:11]([F:13])([F:12])[F:14])[CH:9]=[CH:10][C:5]2=[N:4][C:3]=1[C:15]([OH:17])=[O:16]. The catalyst class is: 24. (9) Reactant: [Cl:1][C:2]1[C:7]([N:8]2[CH2:13][CH2:12][N:11]([C:14]3[N:19]=[CH:18][CH:17]=[CH:16][N:15]=3)[CH2:10][CH2:9]2)=[CH:6][N:5]=[N:4][C:3]=1[NH:20][NH:21][C:22](=O)[CH2:23][CH:24]1[CH2:26][CH2:25]1.P(Cl)(Cl)(Cl)=O. Product: [Cl:1][C:2]1[C:3]2[N:4]([C:22]([CH2:23][CH:24]3[CH2:26][CH2:25]3)=[N:21][N:20]=2)[N:5]=[CH:6][C:7]=1[N:8]1[CH2:13][CH2:12][N:11]([C:14]2[N:19]=[CH:18][CH:17]=[CH:16][N:15]=2)[CH2:10][CH2:9]1. The catalyst class is: 10.